This data is from Full USPTO retrosynthesis dataset with 1.9M reactions from patents (1976-2016). The task is: Predict the reactants needed to synthesize the given product. (1) The reactants are: P(Cl)(Cl)(Cl)=O.[C:6]([O:9][CH2:10][CH:11]([NH:26][C:27](=O)[C:28]1[CH:33]=[CH:32][CH:31]=[CH:30][CH:29]=1)[CH2:12][C:13]1[CH:14]=[C:15]([O:24][CH3:25])[C:16]2[O:20][C:19]([CH3:22])([CH3:21])[CH2:18][C:17]=2[CH:23]=1)(=[O:8])[CH3:7].O.N. Given the product [C:6]([O:9][CH2:10][CH:11]1[CH2:12][C:13]2[C:23](=[C:17]3[CH2:18][C:19]([CH3:22])([CH3:21])[O:20][C:16]3=[C:15]([O:24][CH3:25])[CH:14]=2)[C:27]([C:28]2[CH:29]=[CH:30][CH:31]=[CH:32][CH:33]=2)=[N:26]1)(=[O:8])[CH3:7], predict the reactants needed to synthesize it. (2) The reactants are: [SH:1][C:2]1[S:3][C:4]2[CH2:14][CH2:13][C:12]3[C:7](=[CH:8][CH:9]=[CH:10][C:11]=3[O:15][CH2:16][CH2:17][C:18]([O:20]CC)=[O:19])[C:5]=2[N:6]=1.[C:23]1([CH:29]([C:32]2[CH:37]=[CH:36][CH:35]=[CH:34][CH:33]=2)[CH2:30]I)[CH:28]=[CH:27][CH:26]=[CH:25][CH:24]=1. Given the product [C:23]1([CH:29]([C:32]2[CH:33]=[CH:34][CH:35]=[CH:36][CH:37]=2)[CH2:30][S:1][C:2]2[S:3][C:4]3[CH2:14][CH2:13][C:12]4[C:7](=[CH:8][CH:9]=[CH:10][C:11]=4[O:15][CH2:16][CH2:17][C:18]([OH:20])=[O:19])[C:5]=3[N:6]=2)[CH:28]=[CH:27][CH:26]=[CH:25][CH:24]=1, predict the reactants needed to synthesize it. (3) Given the product [CH:28]1([CH2:27][C:26]([C:25]2[CH:12]([C:9]3[CH:10]=[CH:11][C:2]([F:1])=[C:3]4[C:8]=3[O:7][C:6]([CH3:14])=[CH:5][C:4]4=[O:15])[C:18]([C:16]#[N:17])=[C:19]([CH3:20])[NH:23][C:24]=2[CH3:33])=[O:32])[CH2:31][CH2:30][CH2:29]1, predict the reactants needed to synthesize it. The reactants are: [F:1][C:2]1[CH:11]=[CH:10][C:9]([CH:12]=O)=[C:8]2[C:3]=1[C:4](=[O:15])[CH:5]=[C:6]([CH3:14])[O:7]2.[C:16]([CH:18]=[C:19]([O-])[CH3:20])#[N:17].[Na+].[NH2:23][C:24]([CH3:33])=[CH:25][C:26](=[O:32])[CH2:27][CH:28]1[CH2:31][CH2:30][CH2:29]1.C(O)(=O)C. (4) Given the product [Cl:58][C:59]1[CH:68]=[C:67]2[C:62]([CH2:63][CH2:64][CH2:65][N:66]2[CH2:11][CH2:12][CH2:13][NH:14][CH2:15][C@@H:16]2[O:30][C:20]3=[C:21]4[C:26](=[CH:27][CH:28]=[C:19]3[O:18][CH2:17]2)[N:25]=[C:24]([CH3:29])[CH:23]=[CH:22]4)=[CH:61][C:60]=1[F:69], predict the reactants needed to synthesize it. The reactants are: O1C2C=CC=CC=2N([CH2:11][CH2:12][CH2:13][NH:14][CH2:15][C@@H:16]2[O:30][C:20]3=[C:21]4[C:26](=[CH:27][CH:28]=[C:19]3[O:18][CH2:17]2)[N:25]=[C:24]([CH3:29])[CH:23]=[CH:22]4)CC1.C(OC(=O)N(C1OC2=C3C(=CC=C2OC1)N=C(C)C=C3)CCC=O)(C)(C)C.[Cl:58][C:59]1[CH:68]=[C:67]2[C:62]([CH2:63][CH2:64][CH2:65][NH:66]2)=[CH:61][C:60]=1[F:69]. (5) Given the product [CH:1]1([NH:4][C:5]2[C:24]([C:23]([OH:21])=[O:25])=[N:7][CH:8]=[C:9]([CH2:11][C:12]3[CH:17]=[CH:16][C:15]([F:18])=[CH:14][CH:13]=3)[CH:10]=2)[CH2:3][CH2:2]1, predict the reactants needed to synthesize it. The reactants are: [CH:1]1([NH:4][C:5]2C(C#N)=[N:7][CH:8]=[C:9]([CH2:11][C:12]3[CH:17]=[CH:16][C:15]([F:18])=[CH:14][CH:13]=3)[CH:10]=2)[CH2:3][CH2:2]1.[OH-:21].[Na+].[CH2:23]([OH:25])[CH3:24].